From a dataset of Full USPTO retrosynthesis dataset with 1.9M reactions from patents (1976-2016). Predict the reactants needed to synthesize the given product. (1) The reactants are: [CH2:1]([O:8][C:9]1[CH:14]=[CH:13][C:12]([C:15]2[CH:19]=[C:18]([C:20]3[CH:25]=[CH:24][CH:23]=[CH:22][CH:21]=3)[NH:17][C:16]=2[C:26](O)=[O:27])=[CH:11][CH:10]=1)[C:2]1[CH:7]=[CH:6][CH:5]=[CH:4][CH:3]=1.Cl.[NH2:30][CH2:31][CH2:32][CH2:33][CH2:34][CH2:35][C:36]([O:38][CH3:39])=[O:37].C(N(CC)CC)C.ON1C2C=CC=CC=2N=N1.Cl.CN(C)CCCN=C=NCC.CN1CCOCC1. Given the product [CH2:1]([O:8][C:9]1[CH:14]=[CH:13][C:12]([C:15]2[CH:19]=[C:18]([C:20]3[CH:21]=[CH:22][CH:23]=[CH:24][CH:25]=3)[NH:17][C:16]=2[C:26]([NH:30][CH2:31][CH2:32][CH2:33][CH2:34][CH2:35][C:36]([O:38][CH3:39])=[O:37])=[O:27])=[CH:11][CH:10]=1)[C:2]1[CH:3]=[CH:4][CH:5]=[CH:6][CH:7]=1, predict the reactants needed to synthesize it. (2) Given the product [ClH:55].[ClH:55].[NH2:20][C@@H:21]([CH2:29][CH:30]([CH3:32])[CH3:31])[CH2:22][CH2:23][NH:24][CH2:25][CH:26]([CH3:27])[CH3:28].[F:1][C:2]1[CH:7]=[C:6]([F:8])[CH:5]=[CH:4][C:3]=1[CH2:9][NH:10][C:11]([C:13]1[C:14](=[O:37])[C:15]([OH:36])=[C:16]2[C:33](=[O:34])[N:20]3[C@@H:21]([CH2:29][CH:30]([CH3:31])[CH3:32])[CH2:22][CH2:23][N:24]([CH2:25][CH:26]([CH3:27])[CH3:28])[C@@H:19]3[CH2:18][N:17]2[CH:35]=1)=[O:12], predict the reactants needed to synthesize it. The reactants are: [F:1][C:2]1[CH:7]=[C:6]([F:8])[CH:5]=[CH:4][C:3]=1[CH2:9][NH:10][C:11]([C:13]1[C:14](=[O:37])[C:15]([OH:36])=[C:16]2[C:33](=[O:34])[N:20]3[C@@H:21]([CH2:29][CH:30]([CH3:32])[CH3:31])[CH2:22][CH2:23][N:24]([CH2:25][CH:26]([CH3:28])[CH3:27])[C@@H:19]3[CH2:18][N:17]2[CH:35]=1)=[O:12].N[C@@H](CC(C)C)CCNCC(C)C.C(O)(=O)C.[Cl:55]CCl. (3) Given the product [Br:1][C:2]1[C:3]([N:12]2[CH2:17][CH2:16][N:15]([CH2:18][C:19]3[CH:23]=[C:22]([CH3:24])[O:21][N:20]=3)[CH2:14][CH2:13]2)=[C:4]2[N:9]=[C:39]([C:38]3[CH:37]=[CH:36][C:35]([CH2:34][N:28]4[CH2:33][CH2:32][O:31][CH2:30][CH2:29]4)=[CH:42][CH:41]=3)[NH:8][C:5]2=[N:6][CH:7]=1, predict the reactants needed to synthesize it. The reactants are: [Br:1][C:2]1[C:3]([N:12]2[CH2:17][CH2:16][N:15]([CH2:18][C:19]3[CH:23]=[C:22]([CH3:24])[O:21][N:20]=3)[CH2:14][CH2:13]2)=[C:4]([N+:9]([O-])=O)[C:5]([NH2:8])=[N:6][CH:7]=1.CCO.[N:28]1([CH2:34][C:35]2[CH:42]=[CH:41][C:38]([CH:39]=O)=[CH:37][CH:36]=2)[CH2:33][CH2:32][O:31][CH2:30][CH2:29]1.[O-]S(S([O-])=O)=O.[Na+].[Na+]. (4) Given the product [CH3:46][C:45]1[CH:44]=[CH:43][CH:42]=[C:51]([CH3:52])[C:50]=1[C:2]1[CH:12]=[C:11]([CH3:13])[C:5]2[N:6]=[C:7]([NH:10][C:15]3[CH:28]=[CH:27][C:18]([O:19][CH2:20][CH2:21][N:22]4[CH2:26][CH2:25][CH2:24][CH2:23]4)=[CH:17][CH:16]=3)[N:8]=[N:9][C:4]=2[CH:3]=1, predict the reactants needed to synthesize it. The reactants are: Br[C:2]1[CH:12]=[C:11]([CH3:13])[C:5]2[N:6]=[C:7]([NH2:10])[N:8]=[N:9][C:4]=2[CH:3]=1.Br[C:15]1[CH:28]=[CH:27][C:18]([O:19][CH2:20][CH2:21][N:22]2[CH2:26][CH2:25][CH2:24][CH2:23]2)=[CH:17][CH:16]=1.C1C=CC(P([C:42]2[C:51]([C:52]3C(P(C4C=CC=CC=4)C4C=CC=CC=4)=CC=C4C=3C=CC=C4)=[C:50]3[C:45]([CH:46]=CC=C3)=[CH:44][CH:43]=2)C2C=CC=CC=2)=CC=1. (5) Given the product [CH3:1][O:2][C:3]([C:5]1[S:9][C:8]2[CH2:10][CH2:11][CH2:12][CH2:13][C:7]=2[C:6]=1[C:17]#[C:16][CH2:15][OH:18])=[O:4], predict the reactants needed to synthesize it. The reactants are: [CH3:1][O:2][C:3]([C:5]1[S:9][C:8]2[CH2:10][CH2:11][CH2:12][CH2:13][C:7]=2[C:6]=1I)=[O:4].[CH2:15]([OH:18])[C:16]#[CH:17].C(N(CC)CC)C. (6) Given the product [N:28]1[S:32][N:31]=[C:30]2[CH:33]=[C:34]([CH2:37][C@H:38]([CH3:53])[CH2:39][OH:40])[CH:35]=[CH:36][C:29]=12, predict the reactants needed to synthesize it. The reactants are: [Li+].CC([N-]C(C)C)C.C1COCC1.CCCCCCC.CCOCC.B.N.[N:28]1[S:32][N:31]=[C:30]2[CH:33]=[C:34]([CH2:37][C@H:38]([CH3:53])[C:39](N([C@H](C)[C@H](O)C3C=CC=CC=3)C)=[O:40])[CH:35]=[CH:36][C:29]=12.Cl. (7) Given the product [CH3:6][N:7]1[C:12]2[C:13]([CH:16]=[O:2])=[CH:14][NH:15][C:11]=2[C:10](=[O:17])[N:9]([CH3:18])[C:8]1=[O:19], predict the reactants needed to synthesize it. The reactants are: P(Cl)(Cl)(Cl)=[O:2].[CH3:6][N:7]1[C:12]2[C:13]([CH3:16])=[CH:14][NH:15][C:11]=2[C:10](=[O:17])[N:9]([CH3:18])[C:8]1=[O:19]. (8) Given the product [C:17]([O:20][CH2:21][C:22]1[C:23]([N:37]2[CH2:48][CH2:47][N:46]3[C:39](=[CH:40][C:41]4[CH2:42][C:43]([CH3:50])([CH3:49])[CH2:44][C:45]=43)[C:38]2=[O:51])=[N:24][CH:25]=[CH:26][C:27]=1[C:2]1[CH:3]=[C:4]([NH:10][C:11]2[CH:15]=[C:14]([CH3:16])[O:13][N:12]=2)[C:5](=[O:9])[N:6]([CH3:8])[CH:7]=1)(=[O:19])[CH3:18], predict the reactants needed to synthesize it. The reactants are: Br[C:2]1[CH:3]=[C:4]([NH:10][C:11]2[CH:15]=[C:14]([CH3:16])[O:13][N:12]=2)[C:5](=[O:9])[N:6]([CH3:8])[CH:7]=1.[C:17]([O:20][CH2:21][C:22]1[C:23]([N:37]2[CH2:48][CH2:47][N:46]3[C:39](=[CH:40][C:41]4[CH2:42][C:43]([CH3:50])([CH3:49])[CH2:44][C:45]=43)[C:38]2=[O:51])=[N:24][CH:25]=[CH:26][C:27]=1B1OC(C)(C)C(C)(C)O1)(=[O:19])[CH3:18].[O-]P([O-])([O-])=O.[K+].[K+].[K+].C([O-])(=O)C.[Na+]. (9) Given the product [N:1]12[CH2:8][CH2:7][CH:4]([CH2:5][CH2:6]1)[C@@H:3]([O:9][C:10](=[O:42])[NH:11][C:12]1[CH:17]=[C:16](/[CH:18]=[CH:19]/[CH2:20][CH2:21][N:22]3[C:26]4[CH:27]=[CH:28][C:29]([CH2:31][CH:32]=[O:33])=[CH:30][C:25]=4[O:24][C:23]3=[O:35])[CH:15]=[CH:14][C:13]=1[C:36]1[CH:41]=[CH:40][CH:39]=[CH:38][CH:37]=1)[CH2:2]2, predict the reactants needed to synthesize it. The reactants are: [N:1]12[CH2:8][CH2:7][CH:4]([CH2:5][CH2:6]1)[C@@H:3]([O:9][C:10](=[O:42])[NH:11][C:12]1[CH:17]=[C:16](/[CH:18]=[CH:19]/[CH2:20][CH2:21][N:22]3[C:26]4[CH:27]=[CH:28][C:29](/[CH:31]=[CH:32]/[O:33]C)=[CH:30][C:25]=4[O:24][C:23]3=[O:35])[CH:15]=[CH:14][C:13]=1[C:36]1[CH:41]=[CH:40][CH:39]=[CH:38][CH:37]=1)[CH2:2]2.Cl.C(=O)(O)[O-]. (10) Given the product [CH3:1][C:2]1[CH:26]=[C:25]([C:27]([F:30])([F:28])[F:29])[CH:24]=[CH:23][C:3]=1[O:4][C:5]1[CH:6]=[CH:7][C:8]([CH:11]2[C:16]3=[N:17][S:18](=[O:22])(=[O:21])[CH2:19][CH2:20][N:15]3[CH2:14][CH2:13][CH2:12]2)=[CH:9][CH:10]=1, predict the reactants needed to synthesize it. The reactants are: [CH3:1][C:2]1[CH:26]=[C:25]([C:27]([F:30])([F:29])[F:28])[CH:24]=[CH:23][C:3]=1[O:4][C:5]1[CH:10]=[CH:9][C:8]([C:11]2[C:16]3=[N:17][S:18](=[O:22])(=[O:21])[CH2:19][CH2:20][N:15]3[CH:14]=[CH:13][CH:12]=2)=[CH:7][CH:6]=1.